Task: Predict the reaction yield, written as a fraction of the theoretical maximum amount of product (1.0 means a 100% yield; for example, 0.34 means a 34% yield).. Dataset: Reaction yield outcomes from USPTO patents with 853,638 reactions (1) The product is [C:16]([O:20][C:21]([NH:1][CH2:2][C:3]1[CH:10]=[CH:9][C:6]([C:7]([OH:12])=[O:8])=[CH:5][CH:4]=1)=[O:22])([CH3:19])([CH3:18])[CH3:17]. The yield is 0.970. The catalyst is C1COCC1.O. The reactants are [NH2:1][CH2:2][C:3]1[CH:10]=[CH:9][C:6]([CH2:7][OH:8])=[CH:5][CH:4]=1.C(=O)([O-])[OH:12].[Na+].[C:16]([O:20][C:21](O[C:21]([O:20][C:16]([CH3:19])([CH3:18])[CH3:17])=[O:22])=[O:22])([CH3:19])([CH3:18])[CH3:17]. (2) The reactants are O1[C:5]2([CH2:10][CH2:9][CH:8]([CH2:11][C:12]([O:14][CH2:15][CH3:16])=[O:13])[CH2:7][CH2:6]2)[O:4]CC1.Cl.C([O-])(O)=O.[Na+]. The catalyst is C(#N)C. The product is [O:4]=[C:5]1[CH2:10][CH2:9][CH:8]([CH2:11][C:12]([O:14][CH2:15][CH3:16])=[O:13])[CH2:7][CH2:6]1. The yield is 0.781. (3) The reactants are [CH:1]1([C:7]2[C:15]3[C:10](=[CH:11][C:12]([C:16]([O:18]C)=[O:17])=[CH:13][CH:14]=3)[N:9]([CH2:20][C:21]([OH:23])=O)[C:8]=2[C:24]2[CH:29]=[CH:28][C:27]([O:30][CH3:31])=[CH:26][CH:25]=2)[CH2:6][CH2:5][CH2:4][CH2:3][CH2:2]1.CCN(C(C)C)C(C)C.CN(C(ON1N=NC2C=CC=NC1=2)=[N+](C)C)C.F[P-](F)(F)(F)(F)F.[NH:65]1[CH2:70][CH2:69][O:68][CH2:67][CH2:66]1.[OH-].[K+]. The catalyst is C1CCCC(C(N2C3C(=CC=C(C(OC)=O)C=3)C=C2C2C=CC(OC)=CC=2)C(O)=O)C1.CCOC(C)=O. The product is [CH:1]1([C:7]2[C:15]3[C:10](=[CH:11][C:12]([C:16]([OH:18])=[O:17])=[CH:13][CH:14]=3)[N:9]([CH2:20][C:21]([N:65]3[CH2:70][CH2:69][O:68][CH2:67][CH2:66]3)=[O:23])[C:8]=2[C:24]2[CH:25]=[CH:26][C:27]([O:30][CH3:31])=[CH:28][CH:29]=2)[CH2:2][CH2:3][CH2:4][CH2:5][CH2:6]1. The yield is 0.910.